Predict the product of the given reaction. From a dataset of Forward reaction prediction with 1.9M reactions from USPTO patents (1976-2016). (1) Given the reactants [N:1]1[N:2]=[C:3]([C:10]2[CH:19]=[CH:18][C:17]3[C:12](=[C:13]([O:20][CH:21]([CH2:34][CH3:35])[C@@H:22]([CH2:32][CH3:33])[CH2:23][NH:24]C(=O)OC(C)(C)C)[CH:14]=[CH:15][CH:16]=3)[N:11]=2)[N:4]2[CH:9]=[CH:8][CH:7]=[CH:6][C:5]=12.C(O)(C(F)(F)F)=O, predict the reaction product. The product is: [N:1]1[N:2]=[C:3]([C:10]2[CH:19]=[CH:18][C:17]3[C:12](=[C:13]([O:20][CH:21]([CH2:34][CH3:35])[C@@H:22]([CH2:32][CH3:33])[CH2:23][NH2:24])[CH:14]=[CH:15][CH:16]=3)[N:11]=2)[N:4]2[CH:9]=[CH:8][CH:7]=[CH:6][C:5]=12. (2) Given the reactants [C:1]([O:5][C:6]([NH:8][CH:9]([CH:13]1[CH2:18][CH2:17][CH2:16][CH2:15][CH2:14]1)[C:10]([OH:12])=O)=[O:7])([CH3:4])([CH3:3])[CH3:2].OC(C(F)(F)F)=O.[NH2:26][CH:27]([CH2:39][CH3:40])[CH:28]([C:30]1[O:31][C:32]2[CH:38]=[CH:37][CH:36]=[CH:35][C:33]=2[N:34]=1)[OH:29].C1C=CC2N(O)N=NC=2C=1.C(Cl)CCl.CN1CCOCC1, predict the reaction product. The product is: [C:1]([O:5][C:6](=[O:7])[NH:8][CH:9]([C:10](=[O:12])[NH:26][CH:27]([CH:28]([C:30]1[O:31][C:32]2[CH:38]=[CH:37][CH:36]=[CH:35][C:33]=2[N:34]=1)[OH:29])[CH2:39][CH3:40])[CH:13]1[CH2:18][CH2:17][CH2:16][CH2:15][CH2:14]1)([CH3:2])([CH3:3])[CH3:4].